This data is from Reaction yield outcomes from USPTO patents with 853,638 reactions. The task is: Predict the reaction yield, written as a fraction of the theoretical maximum amount of product (1.0 means a 100% yield; for example, 0.34 means a 34% yield). The reactants are [CH:1]1([S:4]([NH:7][C@@H:8]2[CH2:12][N:11](C(OC(C)(C)C)=O)[C@H:10]([CH2:20][CH3:21])[CH2:9]2)(=[O:6])=[O:5])[CH2:3][CH2:2]1.[ClH:22]. The catalyst is O1CCOCC1. The product is [ClH:22].[CH2:20]([C@H:10]1[NH:11][CH2:12][C@@H:8]([NH:7][S:4]([CH:1]2[CH2:3][CH2:2]2)(=[O:5])=[O:6])[CH2:9]1)[CH3:21]. The yield is 0.500.